Dataset: Forward reaction prediction with 1.9M reactions from USPTO patents (1976-2016). Task: Predict the product of the given reaction. (1) Given the reactants Cl.[N+:2]([CH2:5][CH2:6][C:7]1[C:15]2[C:10](=[CH:11][CH:12]=[C:13]([C:16]#[N:17])[CH:14]=2)[NH:9][CH:8]=1)([O-])=O.[OH-].[Na+], predict the reaction product. The product is: [C:16]([C:13]1[CH:14]=[C:15]2[C:10]([NH:9][CH:8]=[C:7]2[CH2:6][CH2:5][NH2:2])=[CH:11][CH:12]=1)#[N:17]. (2) Given the reactants [C:1]([C:3]1[CH:22]=[C:21]([C:23]2[C:24]3[CH:31]=[C:30]([C:32]4[CH:37]=[CH:36][C:35]([N:38]5[CH2:43][CH2:42][N:41]([CH2:44][CH:45]([F:47])[F:46])[CH2:40][CH2:39]5)=[CH:34][CH:33]=4)[N:29](COCC[Si](C)(C)C)[C:25]=3[N:26]=[CH:27][N:28]=2)[CH:20]=[CH:19][C:4]=1[O:5][CH:6]1[CH2:11][CH2:10][N:9](C(OC(C)(C)C)=O)[CH2:8][CH2:7]1)#[N:2], predict the reaction product. The product is: [F:47][CH:45]([F:46])[CH2:44][N:41]1[CH2:42][CH2:43][N:38]([C:35]2[CH:36]=[CH:37][C:32]([C:30]3[NH:29][C:25]4[N:26]=[CH:27][N:28]=[C:23]([C:21]5[CH:20]=[CH:19][C:4]([O:5][CH:6]6[CH2:7][CH2:8][NH:9][CH2:10][CH2:11]6)=[C:3]([CH:22]=5)[C:1]#[N:2])[C:24]=4[CH:31]=3)=[CH:33][CH:34]=2)[CH2:39][CH2:40]1. (3) Given the reactants CC([CH2:5][N:6]([CH2:10][CH2:11][N:12]1[CH:16]=[C:15]([C:17]2[CH:18]=[C:19]3[C:24](=[CH:25][CH:26]=2)[N:23]([C:27](=[O:29])[CH3:28])[C@@H:22]([CH3:30])[CH2:21][C@H:20]3[NH:31][C:32]2[C:37]([CH3:38])=[CH:36][CH:35]=[CH:34][N:33]=2)[CH:14]=[N:13]1)C(=O)[O-])(C)C.FC(F)(F)C(O)=O.[ClH:46].CCOCC, predict the reaction product. The product is: [ClH:46].[C:27]([N:23]1[C:24]2[C:19](=[CH:18][C:17]([C:15]3[CH:14]=[N:13][N:12]([CH2:11][CH2:10][NH:6][CH3:5])[CH:16]=3)=[CH:26][CH:25]=2)[C@H:20]([NH:31][C:32]2[C:37]([CH3:38])=[CH:36][CH:35]=[CH:34][N:33]=2)[CH2:21][C@@H:22]1[CH3:30])(=[O:29])[CH3:28]. (4) The product is: [Cl:1][C:2]1[CH:7]=[C:6]([O:14][CH3:13])[N:5]=[CH:4][C:3]=1[C:9]([O:11][CH3:12])=[O:10]. Given the reactants [Cl:1][C:2]1[CH:7]=[C:6](Cl)[N:5]=[CH:4][C:3]=1[C:9]([O:11][CH3:12])=[O:10].[CH3:13][O-:14].[Na+].CO, predict the reaction product. (5) The product is: [OH:1][C@@H:2]([C@@H:9]([CH2:16][CH2:17][CH2:18][C:19]1[CH:24]=[CH:23][C:22]([O:25][C:26]([F:27])([F:28])[F:29])=[CH:21][CH:20]=1)[C:10]([O:12][CH:13]([CH3:15])[CH3:14])=[O:11])[C:3]([O:5][CH:6]([CH3:8])[CH3:7])=[O:4]. Given the reactants [OH:1][C@@H:2]([C@@H:9]([CH2:16]/[CH:17]=[CH:18]/[C:19]1[CH:24]=[CH:23][C:22]([O:25][C:26]([F:29])([F:28])[F:27])=[CH:21][CH:20]=1)[C:10]([O:12][CH:13]([CH3:15])[CH3:14])=[O:11])[C:3]([O:5][CH:6]([CH3:8])[CH3:7])=[O:4].[H][H], predict the reaction product. (6) Given the reactants [Cl:1][C:2]1[CH:7]=[CH:6][C:5]([C:8]2[N:9]=[C:10](O)[C:11]3[CH2:16][CH2:15][CH2:14][C:12]=3[N:13]=2)=[CH:4][CH:3]=1.P(Cl)(Cl)([Cl:20])=O, predict the reaction product. The product is: [Cl:1][C:2]1[CH:7]=[CH:6][C:5]([C:8]2[N:9]=[C:10]([Cl:20])[C:11]3[CH2:16][CH2:15][CH2:14][C:12]=3[N:13]=2)=[CH:4][CH:3]=1. (7) Given the reactants CO.[Li+].[BH4-].C([O:7][C:8]([C:10]1[CH:18]=[C:13]2[CH2:14][CH2:15][CH2:16][CH2:17][N:12]2[N:11]=1)=O)C, predict the reaction product. The product is: [N:11]1[N:12]2[CH2:17][CH2:16][CH2:15][CH2:14][C:13]2=[CH:18][C:10]=1[CH2:8][OH:7].